From a dataset of Reaction yield outcomes from USPTO patents with 853,638 reactions. Predict the reaction yield, written as a fraction of the theoretical maximum amount of product (1.0 means a 100% yield; for example, 0.34 means a 34% yield). (1) The reactants are [Cl:1][C:2]1[CH:9]=[CH:8][C:5]([CH2:6]Br)=[CH:4][CH:3]=1.[CH2:10]([O:12][C:13](=[O:33])[C:14]1[CH:19]=[C:18]([N:20]2[C:24]([CH3:25])=[CH:23][CH:22]=[C:21]2[C:26]2[CH:31]=[CH:30][CH:29]=[CH:28][C:27]=2[OH:32])[CH:17]=[N:16][CH:15]=1)[CH3:11].C([O-])([O-])=O.[K+].[K+]. The catalyst is CN(C=O)C.CCOC(C)=O. The product is [CH2:10]([O:12][C:13](=[O:33])[C:14]1[CH:19]=[C:18]([N:20]2[C:24]([CH3:25])=[CH:23][CH:22]=[C:21]2[C:26]2[CH:31]=[CH:30][CH:29]=[CH:28][C:27]=2[O:32][CH2:6][C:5]2[CH:8]=[CH:9][C:2]([Cl:1])=[CH:3][CH:4]=2)[CH:17]=[N:16][CH:15]=1)[CH3:11]. The yield is 0.210. (2) The reactants are CO[C:3]([C:5]1[CH2:10][CH:9]([CH2:11][CH2:12][O:13][CH2:14][C:15]2[CH:20]=[CH:19][CH:18]=[CH:17][CH:16]=2)[CH2:8][CH2:7][CH:6]=1)=O.CC(C[AlH]CC(C)C)C.N1C=CC=CC=1.S(=O)(=O)=O.[H-].[H-].[H-].[H-].[Li+].[Al+3]. The catalyst is C1COCC1. The product is [CH3:3][C:5]1[CH2:10][CH:9]([CH2:11][CH2:12][O:13][CH2:14][C:15]2[CH:16]=[CH:17][CH:18]=[CH:19][CH:20]=2)[CH2:8][CH2:7][CH:6]=1. The yield is 0.820. (3) The reactants are [CH:1]1([C:4]2[CH:9]=[CH:8][N:7]=[CH:6][C:5]=2[N:10]2[CH2:14][CH2:13][NH:12][C:11]2=[O:15])[CH2:3][CH2:2]1.Cl[C:17]1[CH:22]=[CH:21][N:20]=[C:19]([C:23]([F:26])([F:25])[F:24])[N:18]=1.CN[C@@H]1CCCC[C@H]1NC.P([O-])([O-])([O-])=O.[K+].[K+].[K+]. The catalyst is [Cu](I)I.O1CCOCC1. The product is [CH:1]1([C:4]2[CH:9]=[CH:8][N:7]=[CH:6][C:5]=2[N:10]2[CH2:14][CH2:13][N:12]([C:17]3[CH:22]=[CH:21][N:20]=[C:19]([C:23]([F:26])([F:25])[F:24])[N:18]=3)[C:11]2=[O:15])[CH2:3][CH2:2]1. The yield is 0.120. (4) The product is [NH2:23][C:22]1[N:21]=[CH:20][C:19]([C:24]2[CH:29]=[CH:28][C:27]([C:30]([N:31]([CH3:33])[CH3:32])=[O:34])=[CH:26][CH:25]=2)=[N:18][C:17]=1[C:14]1[O:13][C:12]([C:9]2[CH:8]=[CH:7][C:6]([CH2:5][OH:4])=[CH:11][CH:10]=2)=[N:16][N:15]=1. The reactants are C([O:4][CH2:5][C:6]1[CH:11]=[CH:10][C:9]([C:12]2[O:13][C:14]([C:17]3[C:22]([NH2:23])=[N:21][CH:20]=[C:19]([C:24]4[CH:29]=[CH:28][C:27]([C:30](=[O:34])[N:31]([CH3:33])[CH3:32])=[CH:26][CH:25]=4)[N:18]=3)=[N:15][N:16]=2)=[CH:8][CH:7]=1)(=O)C.[OH-].[Na+].Cl. The catalyst is CO. The yield is 0.700. (5) The reactants are O=P(Cl)(Cl)Cl.[Br:6][C:7]1[S:14][C:13]2[CH:12]=[C:11]([C:15]([O:17][CH2:18][CH3:19])=[O:16])[NH:10][C:9]=2[CH:8]=1.CN([CH:23]=[O:24])C. No catalyst specified. The product is [Br:6][C:7]1[S:14][C:13]2[C:12]([CH:23]=[O:24])=[C:11]([C:15]([O:17][CH2:18][CH3:19])=[O:16])[NH:10][C:9]=2[CH:8]=1. The yield is 0.750. (6) The reactants are O=C1C(=[C:11]([C:14]#[N:15])[C:12]#[N:13])C2C(=CC=C(S(N3CCCC3COC3C=CC=CC=3)(=O)=O)C=2)N1.[Br:32][C:33]1[CH:66]=[CH:65][C:36]([CH2:37][N:38]2[C:46]3[C:41](=[CH:42][C:43]([S:47]([N:50]4[CH2:54][CH2:53][CH2:52][CH:51]4[CH2:55][O:56][C:57]4[CH:58]=[N:59][CH:60]=[CH:61][CH:62]=4)(=[O:49])=[O:48])=[CH:44][CH:45]=3)[C:40](=O)[C:39]2=[O:64])=[CH:35][CH:34]=1. No catalyst specified. The product is [Br:32][C:33]1[CH:34]=[CH:35][C:36]([CH2:37][N:38]2[C:46]3[C:41](=[CH:42][C:43]([S:47]([N:50]4[CH2:54][CH2:53][CH2:52][CH:51]4[CH2:55][O:56][C:57]4[CH:58]=[N:59][CH:60]=[CH:61][CH:62]=4)(=[O:49])=[O:48])=[CH:44][CH:45]=3)[C:40](=[C:11]([C:14]#[N:15])[C:12]#[N:13])[C:39]2=[O:64])=[CH:65][CH:66]=1. The yield is 0.450. (7) The reactants are FC1C=C2C(C(I)=CN2S(C2C=CC=CC=2)(=O)=O)=CC=1.[CH:21]1([S:24]([N:27]2[CH2:32][CH2:31][CH:30]([N:33]3[CH:37]=[C:36]([C:38]4[C:46]5[C:41](=[CH:42][C:43]([F:47])=[CH:44][CH:45]=5)[N:40](S(C5C=CC=CC=5)(=O)=O)[CH:39]=4)[CH:35]=[N:34]3)[CH2:29][CH2:28]2)(=[O:26])=[O:25])[CH2:23][CH2:22]1. No catalyst specified. The product is [CH:21]1([S:24]([N:27]2[CH2:28][CH2:29][CH:30]([N:33]3[CH:37]=[C:36]([C:38]4[C:46]5[C:41](=[CH:42][C:43]([F:47])=[CH:44][CH:45]=5)[NH:40][CH:39]=4)[CH:35]=[N:34]3)[CH2:31][CH2:32]2)(=[O:26])=[O:25])[CH2:22][CH2:23]1. The yield is 0.600. (8) The reactants are [C:1](Cl)(=[O:3])[CH3:2].[N+:5]([C:8]1[CH:9]=[CH:10][C:11]2[O:16][CH2:15][CH2:14][NH:13][C:12]=2[CH:17]=1)([O-:7])=[O:6].C([O-])(O)=O.[Na+]. The catalyst is C(Cl)Cl. The product is [C:1]([N:13]1[C:12]2[CH:17]=[C:8]([N+:5]([O-:7])=[O:6])[CH:9]=[CH:10][C:11]=2[O:16][CH2:15][CH2:14]1)(=[O:3])[CH3:2]. The yield is 0.900.